This data is from Drug-target binding data from BindingDB using IC50 measurements. The task is: Regression. Given a target protein amino acid sequence and a drug SMILES string, predict the binding affinity score between them. We predict pIC50 (pIC50 = -log10(IC50 in M); higher means more potent). Dataset: bindingdb_ic50. The small molecule is O=C(O[C@@H]1CNC[C@@H]1F)[C@@H]1CC[C@@H]2CN1C(=O)N2OS(=O)(=O)O. The target protein sequence is ATALTNLVAEPFAKLEQDFGGSIGVYAMDTGSGATVSYRAEERFPLCSSFKGFLAAAVLARSQQQAGLLDTPIRYGKNALVPWSPISEKYLTTGMTVAELSAAAVQYSDNAAANLLLKELGGPAGLTAFMRSIGDTTFRLDRWELELNSAIPGDARDTSSPRAVTESLQKLTLGSALAAPQRQQFVDWLKGNTTGNHRIRAAVPADWAVGDKTGTCGVYGTANDYAVVWPTGRAPIVLAVYTRAPNKDDKYSEAVIAAAA. The pIC50 is 8.5.